From a dataset of Forward reaction prediction with 1.9M reactions from USPTO patents (1976-2016). Predict the product of the given reaction. (1) Given the reactants [C:1]([C:3]1[CH:45]=[CH:44][C:6]2[N:7](CC3C4C(=CC=CC=4)N=CC=3C3CC3)[C:8](=[O:29])[C@@H:9](NC(=O)OC(C)(C)C)[C@H:10]([CH3:20])[N:11]([C:12]([CH:14]3[CH2:19][CH2:18][O:17][CH2:16][CH2:15]3)=[O:13])[C:5]=2[CH:4]=1)#[N:2].[ClH:46], predict the reaction product. The product is: [ClH:46].[ClH:46].[CH3:20][CH:10]1[CH2:9][C:8](=[O:29])[NH:7][C:6]2[CH:44]=[CH:45][C:3]([C:1]#[N:2])=[CH:4][C:5]=2[N:11]1[C:12]([CH:14]1[CH2:19][CH2:18][O:17][CH2:16][CH2:15]1)=[O:13]. (2) Given the reactants C([O:3][C:4]([C:6]1[NH:7][C:8]2[C:13]([CH:14]=1)=[C:12]([O:15][C:16]1[CH:17]=[C:18]([CH3:22])[CH:19]=[CH:20][CH:21]=1)[CH:11]=[CH:10][CH:9]=2)=[O:5])C.[Li+].[OH-], predict the reaction product. The product is: [C:18]1([CH3:22])[CH:19]=[CH:20][CH:21]=[C:16]([O:15][C:12]2[CH:11]=[CH:10][CH:9]=[C:8]3[C:13]=2[CH:14]=[C:6]([C:4]([OH:5])=[O:3])[NH:7]3)[CH:17]=1. (3) Given the reactants [ClH:1].[OH:2][NH:3][C:4]([C@@H:6]([N:30]1[CH2:35][CH2:34][N:33]([S:36]([CH3:39])(=[O:38])=[O:37])[CH2:32][CH2:31]1)[CH2:7][NH:8][C:9](=[O:29])[C:10]1[CH:15]=[CH:14][C:13]([O:16][CH2:17][C:18]2[C:27]3[C:22](=[CH:23][CH:24]=[CH:25][CH:26]=3)[N:21]=[C:20]([CH3:28])[CH:19]=2)=[CH:12][CH:11]=1)=[O:5], predict the reaction product. The product is: [ClH:1].[ClH:1].[OH:2][NH:3][C:4]([C@@H:6]([N:30]1[CH2:35][CH2:34][N:33]([S:36]([CH3:39])(=[O:38])=[O:37])[CH2:32][CH2:31]1)[CH2:7][NH:8][C:9](=[O:29])[C:10]1[CH:15]=[CH:14][C:13]([O:16][CH2:17][C:18]2[C:27]3[C:22](=[CH:23][CH:24]=[CH:25][CH:26]=3)[N:21]=[C:20]([CH3:28])[CH:19]=2)=[CH:12][CH:11]=1)=[O:5]. (4) Given the reactants [OH:1][C:2]1[CH:10]=[C:9]([O:11][CH2:12][CH2:13][CH2:14][CH2:15][CH2:16][CH2:17][CH2:18][CH3:19])[CH:8]=[CH:7][C:3]=1[C:4]([NH2:6])=O.C([Sn](=O)CCCC)CCC, predict the reaction product. The product is: [OH:1][C:2]1[CH:10]=[C:9]([O:11][CH2:12][CH2:13][CH2:14][CH2:15][CH2:16][CH2:17][CH2:18][CH3:19])[CH:8]=[CH:7][C:3]=1[C:4]#[N:6]. (5) The product is: [OH:13][CH2:12][CH2:11][CH:8]1[CH2:9][CH2:10][C:5](=[O:1])[CH2:6][CH2:7]1. Given the reactants [O:1]1[C:5]2([CH2:10][CH2:9][CH:8]([CH2:11][CH2:12][OH:13])[CH2:7][CH2:6]2)OCC1.C1COCC1.Cl.C([O-])(O)=O.[Na+], predict the reaction product. (6) Given the reactants [F:1][C:2]1[CH:9]=[C:8]([F:10])[CH:7]=[CH:6][C:3]=1[CH:4]=O.[CH:11]([NH2:13])=[O:12].Cl[Si](C)(C)C.[C:19]1([CH3:28])[CH:24]=[CH:23][C:22]([S:25]([OH:27])=[O:26])=[CH:21][CH:20]=1, predict the reaction product. The product is: [F:1][C:2]1[CH:9]=[C:8]([F:10])[CH:7]=[CH:6][C:3]=1[CH:4]([S:25]([C:22]1[CH:23]=[CH:24][C:19]([CH3:28])=[CH:20][CH:21]=1)(=[O:27])=[O:26])[NH:13][CH:11]=[O:12]. (7) Given the reactants [C:1]([O:8]C([O-])=O)([O:3][C:4]([CH3:7])([CH3:6])[CH3:5])=O.[NH2:12][CH2:13][CH2:14][C:15]1[CH:23]=[CH:22][C:18]([C:19]([OH:21])=[O:20])=[CH:17][CH:16]=1, predict the reaction product. The product is: [C:4]([O:3][C:1]([NH:12][CH2:13][CH2:14][C:15]1[CH:23]=[CH:22][C:18]([C:19]([OH:21])=[O:20])=[CH:17][CH:16]=1)=[O:8])([CH3:5])([CH3:6])[CH3:7].